Dataset: Reaction yield outcomes from USPTO patents with 853,638 reactions. Task: Predict the reaction yield, written as a fraction of the theoretical maximum amount of product (1.0 means a 100% yield; for example, 0.34 means a 34% yield). (1) The reactants are [C:1]1([C:17]2[CH:22]=[CH:21][CH:20]=[CH:19][CH:18]=2)[CH:6]=[CH:5][C:4]([CH:7]([CH2:11][CH:12]2[CH2:16][CH2:15][CH2:14][CH2:13]2)[C:8](O)=[O:9])=[CH:3][CH:2]=1.C(Cl)(=O)C(Cl)=O.[CH3:29][O:30][C:31](=[O:39])[C:32]1[CH:37]=[CH:36][C:35]([NH2:38])=[N:34][CH:33]=1.C(N(CC)CC)C. The catalyst is C(Cl)Cl.CN(C)C=O. The product is [CH3:29][O:30][C:31](=[O:39])[C:32]1[CH:37]=[CH:36][C:35]([NH:38][C:8](=[O:9])[CH:7]([C:4]2[CH:3]=[CH:2][C:1]([C:17]3[CH:22]=[CH:21][CH:20]=[CH:19][CH:18]=3)=[CH:6][CH:5]=2)[CH2:11][CH:12]2[CH2:13][CH2:14][CH2:15][CH2:16]2)=[N:34][CH:33]=1. The yield is 0.180. (2) The reactants are [C:1](OC(=O)C)(=[O:3])[CH3:2].[Cl:8][C:9]1[CH:17]=[C:16]([Cl:18])[C:15]([NH2:19])=[CH:14][C:10]=1[C:11]([OH:13])=[O:12]. The catalyst is CC(O)=O. The product is [C:1]([NH:19][C:15]1[C:16]([Cl:18])=[CH:17][C:9]([Cl:8])=[C:10]([CH:14]=1)[C:11]([OH:13])=[O:12])(=[O:3])[CH3:2]. The yield is 0.960. (3) The reactants are N(C(OC(C)C)=O)=NC(OC(C)C)=O.[NH2:15][C:16]1[C:24]2[C:19](=[N:20][C:21]([CH3:27])=[CH:22][C:23]=2[CH2:25][OH:26])[S:18][C:17]=1[C:28]([NH2:30])=[O:29].[C:31]1(O)[CH:36]=[CH:35][CH:34]=[CH:33][CH:32]=1.C1C=CC(P(C2C=CC=CC=2)C2C=CC=CC=2)=CC=1. The catalyst is C1COCC1. The product is [NH2:15][C:16]1[C:24]2[C:19](=[N:20][C:21]([CH3:27])=[CH:22][C:23]=2[CH2:25][O:26][C:31]2[CH:36]=[CH:35][CH:34]=[CH:33][CH:32]=2)[S:18][C:17]=1[C:28]([NH2:30])=[O:29]. The yield is 0.610. (4) The reactants are [NH2:1][C:2]1[N:10]=[CH:9][N:8]=[C:7]2[C:3]=1[N:4]=[CH:5][N:6]2[C@H:11]1[C@@H:15]2[O:16]C(C)(C)[O:18][C@@H:14]2[C@@H:13]([CH2:21][N:22]([CH3:42])[CH2:23][CH2:24][C:25]([NH:28][C:29]([NH:31][C:32]2[CH:37]=[CH:36][C:35]([C:38]([CH3:41])([CH3:40])[CH3:39])=[CH:34][CH:33]=2)=[O:30])([CH3:27])[CH3:26])[O:12]1.C([O-])([O-])=O.[K+].[K+]. The catalyst is C(O)(C(F)(F)F)=O.O. The product is [NH2:1][C:2]1[N:10]=[CH:9][N:8]=[C:7]2[C:3]=1[N:4]=[CH:5][N:6]2[C@@H:11]1[O:12][C@H:13]([CH2:21][N:22]([CH3:42])[CH2:23][CH2:24][C:25]([NH:28][C:29]([NH:31][C:32]2[CH:37]=[CH:36][C:35]([C:38]([CH3:40])([CH3:39])[CH3:41])=[CH:34][CH:33]=2)=[O:30])([CH3:26])[CH3:27])[C@@H:14]([OH:18])[C@H:15]1[OH:16]. The yield is 0.770. (5) The product is [ClH:36].[CH3:1][O:2][C:3]1[CH:8]=[CH:7][CH:6]=[CH:5][C:4]=1[C:9]1[C:10]2[C:14]([CH:15]=[CH:16][CH:17]=1)=[N:13][N:12]1[C:18]([CH:23]3[CH2:28][CH2:27][NH:26][CH2:25][CH2:24]3)=[CH:19][C:20](=[O:22])[NH:21][C:11]=21. The catalyst is O1CCOCC1. The yield is 0.120. The reactants are [CH3:1][O:2][C:3]1[CH:8]=[CH:7][CH:6]=[CH:5][C:4]=1[C:9]1[C:10]2[C:14]([CH:15]=[CH:16][CH:17]=1)=[N:13][N:12]1[C:18]([CH:23]3[CH2:28][CH2:27][N:26](C(OC(C)(C)C)=O)[CH2:25][CH2:24]3)=[CH:19][C:20](=[O:22])[NH:21][C:11]=21.[ClH:36]. (6) The reactants are [BH4-].[Na+].[F:3][C:4]1[CH:9]=[CH:8][C:7]([C:10]2[C:14]([C:15](O)=[O:16])=[C:13]([CH3:18])[O:12][N:11]=2)=[CH:6][CH:5]=1. The catalyst is C1COCC1.[Cl-].[Zn+2].[Cl-]. The product is [F:3][C:4]1[CH:5]=[CH:6][C:7]([C:10]2[C:14]([CH2:15][OH:16])=[C:13]([CH3:18])[O:12][N:11]=2)=[CH:8][CH:9]=1. The yield is 0.660.